This data is from NCI-60 drug combinations with 297,098 pairs across 59 cell lines. The task is: Regression. Given two drug SMILES strings and cell line genomic features, predict the synergy score measuring deviation from expected non-interaction effect. Drug 1: C1=NC2=C(N=C(N=C2N1C3C(C(C(O3)CO)O)O)F)N. Drug 2: CC1C(C(CC(O1)OC2CC(OC(C2O)C)OC3=CC4=CC5=C(C(=O)C(C(C5)C(C(=O)C(C(C)O)O)OC)OC6CC(C(C(O6)C)O)OC7CC(C(C(O7)C)O)OC8CC(C(C(O8)C)O)(C)O)C(=C4C(=C3C)O)O)O)O. Cell line: SN12C. Synergy scores: CSS=46.0, Synergy_ZIP=3.95, Synergy_Bliss=2.46, Synergy_Loewe=-8.04, Synergy_HSA=2.52.